This data is from Reaction yield outcomes from USPTO patents with 853,638 reactions. The task is: Predict the reaction yield, written as a fraction of the theoretical maximum amount of product (1.0 means a 100% yield; for example, 0.34 means a 34% yield). The product is [Cl:1][C:2]1[CH:10]=[CH:9][C:5]([C:6]([NH:11][CH2:12][C:13]2[S:14][CH:15]=[CH:16][CH:17]=2)=[O:7])=[CH:4][CH:3]=1. The yield is 0.980. The reactants are [Cl:1][C:2]1[CH:10]=[CH:9][C:5]([C:6](Cl)=[O:7])=[CH:4][CH:3]=1.[NH2:11][CH2:12][C:13]1[S:14][CH:15]=[CH:16][CH:17]=1.CCN(C(C)C)C(C)C. The catalyst is C(Cl)Cl.